Dataset: Full USPTO retrosynthesis dataset with 1.9M reactions from patents (1976-2016). Task: Predict the reactants needed to synthesize the given product. (1) Given the product [C:1]([N:5]1[C:9]2[CH:10]=[CH:11][C:12]([C:14]3[CH:15]=[N:16][C:17]([NH2:20])=[N:18][CH:19]=3)=[CH:13][C:8]=2[N:7]=[C:6]1[C:21]1[CH:26]=[CH:25][CH:24]=[CH:23][C:22]=1[C:31]1[O:30][C:29]([CH3:28])=[N:33][C:32]=1[CH3:34])([CH3:4])([CH3:3])[CH3:2], predict the reactants needed to synthesize it. The reactants are: [C:1]([N:5]1[C:9]2[CH:10]=[CH:11][C:12]([C:14]3[CH:15]=[N:16][C:17]([NH2:20])=[N:18][CH:19]=3)=[CH:13][C:8]=2[N:7]=[C:6]1[C:21]1[CH:26]=[CH:25][CH:24]=[CH:23][C:22]=1I)([CH3:4])([CH3:3])[CH3:2].[CH3:28][C:29]1[O:30][CH:31]=[C:32]([CH3:34])[N:33]=1.C1C=CC(P(C2C=CC=CC=2)C2C=CC=CC=2)=CC=1.C([O-])([O-])=O.[Cs+].[Cs+]. (2) Given the product [Si:26]([O:1][CH2:2]/[CH:3]=[CH:4]/[C@@H:5]([NH:9][C:10](=[O:16])[O:11][C:12]([CH3:15])([CH3:14])[CH3:13])[CH2:6][CH2:7][CH3:8])([C:23]([CH3:25])([CH3:24])[CH3:22])([CH3:28])[CH3:27], predict the reactants needed to synthesize it. The reactants are: [OH:1][CH2:2]/[CH:3]=[CH:4]/[C@@H:5]([NH:9][C:10](=[O:16])[O:11][C:12]([CH3:15])([CH3:14])[CH3:13])[CH2:6][CH2:7][CH3:8].N1C=CN=C1.[CH3:22][C:23]([Si:26](Cl)([CH3:28])[CH3:27])([CH3:25])[CH3:24].O.